This data is from hERG potassium channel inhibition data for cardiac toxicity prediction from Karim et al.. The task is: Regression/Classification. Given a drug SMILES string, predict its toxicity properties. Task type varies by dataset: regression for continuous values (e.g., LD50, hERG inhibition percentage) or binary classification for toxic/non-toxic outcomes (e.g., AMES mutagenicity, cardiotoxicity, hepatotoxicity). Dataset: herg_karim. The drug is O=C(NC1CCc2ccc(CCN3CCN(c4nsc5ccccc45)CC3)cc21)C1CC1. The result is 1 (blocker).